Dataset: Full USPTO retrosynthesis dataset with 1.9M reactions from patents (1976-2016). Task: Predict the reactants needed to synthesize the given product. (1) Given the product [OH:8][C:9]1[CH:36]=[C:35]([O:37][CH2:38][CH2:39][N:40]2[CH2:45][CH2:44][O:43][CH2:42][CH2:41]2)[CH:34]=[CH:33][C:10]=1[C:11]([NH:13][C:14]1[CH:26]=[C:25]([C:27]2[CH:28]=[CH:29][CH:30]=[CH:31][CH:32]=2)[CH:24]=[CH:23][C:15]=1[C:16]([OH:18])=[O:17])=[O:12], predict the reactants needed to synthesize it. The reactants are: C([O:8][C:9]1[CH:36]=[C:35]([O:37][CH2:38][CH2:39][N:40]2[CH2:45][CH2:44][O:43][CH2:42][CH2:41]2)[CH:34]=[CH:33][C:10]=1[C:11]([NH:13][C:14]1[CH:26]=[C:25]([C:27]2[CH:32]=[CH:31][CH:30]=[CH:29][CH:28]=2)[CH:24]=[CH:23][C:15]=1[C:16]([O:18]C(C)(C)C)=[O:17])=[O:12])C1C=CC=CC=1. (2) Given the product [Br:1][CH:2]1[C:10]2([CH2:15][CH2:14][N:13]([C:16]([O:18][CH2:19][C:20]3[CH:25]=[CH:24][CH:23]=[CH:22][CH:21]=3)=[O:17])[CH2:12][CH2:11]2)[CH2:9][C:8]2[CH:7]=[N:6][N:5]([C:26]([CH3:28])([CH3:27])[CH3:29])[C:4]=2[C:3]1=[O:30], predict the reactants needed to synthesize it. The reactants are: [Br:1][CH:2]1[C:10]2([CH2:15][CH2:14][N:13]([C:16]([O:18][CH2:19][C:20]3[CH:25]=[CH:24][CH:23]=[CH:22][CH:21]=3)=[O:17])[CH2:12][CH2:11]2)[CH2:9][C:8]2[CH:7]=[N:6][N:5]([C:26]([CH3:29])([CH3:28])[CH3:27])[C:4]=2[CH:3]1[OH:30].CC(C)=O.OS(O)(=O)=O.O=[Cr](=O)=O.